From a dataset of Full USPTO retrosynthesis dataset with 1.9M reactions from patents (1976-2016). Predict the reactants needed to synthesize the given product. (1) Given the product [F:1][C:2]1[CH:3]=[CH:4][C:5]([NH:8][C:9]2[O:10][CH2:11][C:12](=[O:18])[C:13]=2[C:14]([O:16][CH2:17][CH2:23][O:25][CH3:26])=[O:15])=[CH:6][CH:7]=1, predict the reactants needed to synthesize it. The reactants are: [F:1][C:2]1[CH:7]=[CH:6][C:5]([NH:8][C:9]2[O:10][CH2:11][C:12](=[O:18])[C:13]=2[C:14]([O:16][CH3:17])=[O:15])=[CH:4][CH:3]=1.ClCC(=O)C[C:23]([O:25][CH3:26])=O.FC1C=CC(N=C=O)=CC=1.COCCO. (2) Given the product [F:37][C:36]([F:39])([F:38])[CH2:35][S:32]([NH:31][C:28]([C:24]1[CH:25]=[CH:26][CH:27]=[C:22]([C:20]2[N:19]([CH3:40])[N:18]=[C:17]([CH2:16][O:15][C:64]3[CH:65]=[CH:66][C:61]([F:60])=[CH:62][CH:63]=3)[CH:21]=2)[CH:23]=1)([CH3:30])[CH3:29])(=[O:34])=[O:33], predict the reactants needed to synthesize it. The reactants are: N(C(OC(C)C)=O)=NC(OC(C)C)=O.[OH:15][CH2:16][C:17]1[CH:21]=[C:20]([C:22]2[CH:23]=[C:24]([C:28]([NH:31][S:32]([CH2:35][C:36]([F:39])([F:38])[F:37])(=[O:34])=[O:33])([CH3:30])[CH3:29])[CH:25]=[CH:26][CH:27]=2)[N:19]([CH3:40])[N:18]=1.C1C=CC(P(C2C=CC=CC=2)C2C=CC=CC=2)=CC=1.[F:60][C:61]1[CH:66]=[CH:65][C:64](O)=[CH:63][CH:62]=1.CC(OC(/N=N/C(OC(C)C)=O)=O)C. (3) Given the product [CH3:17][O:16][C:15]1[CH:14]=[CH:13][C:12]([NH:18][C:19](=[O:41])[CH2:20][N:21]2[CH:25]=[C:24]([O:26][C:27]3[C:36]4[C:31](=[CH:32][C:33]([O:39][CH3:40])=[C:34]([O:37][CH3:38])[CH:35]=4)[N:30]=[CH:29][N:28]=3)[CH:23]=[N:22]2)=[CH:11][C:10]=1[CH2:9][N:5]1[CH2:6][CH2:7][N:2]([CH3:1])[CH2:3][CH2:4]1, predict the reactants needed to synthesize it. The reactants are: [CH3:1][N:2]1[CH2:7][CH2:6][NH:5][CH2:4][CH2:3]1.Br[CH2:9][C:10]1[CH:11]=[C:12]([NH:18][C:19](=[O:41])[CH2:20][N:21]2[CH:25]=[C:24]([O:26][C:27]3[C:36]4[C:31](=[CH:32][C:33]([O:39][CH3:40])=[C:34]([O:37][CH3:38])[CH:35]=4)[N:30]=[CH:29][N:28]=3)[CH:23]=[N:22]2)[CH:13]=[CH:14][C:15]=1[O:16][CH3:17].C(=O)([O-])[O-].[K+].[K+]. (4) The reactants are: [NH2:1][C:2]1[CH:3]=[C:4]([C:9]2[CH:14]=[CH:13][CH:12]=[CH:11][CH:10]=2)[CH:5]=[CH:6][C:7]=1[OH:8].[F:15][C:16]([F:31])([F:30])[C:17]1[CH:22]=[CH:21][CH:20]=[CH:19][C:18]=1[C:23]1[O:27][C:26]([CH:28]=O)=[CH:25][CH:24]=1. Given the product [F:31][C:16]([F:15])([F:30])[C:17]1[CH:22]=[CH:21][CH:20]=[CH:19][C:18]=1[C:23]1[O:27][C:26]([CH:28]=[N:1][C:2]2[CH:3]=[C:4]([C:9]3[CH:14]=[CH:13][CH:12]=[CH:11][CH:10]=3)[CH:5]=[CH:6][C:7]=2[OH:8])=[CH:25][CH:24]=1, predict the reactants needed to synthesize it. (5) Given the product [CH2:1]([N:8]1[C:16]2[CH:15]=[CH:14][C:13]3[N:12]([C:19]([CH3:34])=[N:18][N:17]=3)[C:11]=2[N:10]=[C:9]1[CH3:33])[C:2]1[CH:7]=[CH:6][CH:5]=[CH:4][CH:3]=1, predict the reactants needed to synthesize it. The reactants are: [CH2:1]([N:8]1[C:16]2[C:11](=[N:12][C:13]([N:17](C(OC(C)(C)C)=O)[NH:18][C:19](OC(C)(C)C)=O)=[CH:14][CH:15]=2)[N:10]=[C:9]1[CH3:33])[C:2]1[CH:7]=[CH:6][CH:5]=[CH:4][CH:3]=1.[C:34](O)(=O)C. (6) Given the product [C:36]([O:35][C:33]([N:23]([CH2:24][C:25]1[C:26]([Cl:32])=[CH:27][CH:28]=[CH:29][C:30]=1[Cl:31])[C:4]1[C:5]([N:8]([C:9]([O:11][C:12]([CH3:13])([CH3:14])[CH3:15])=[O:10])[C:16]([O:18][C:19]([CH3:20])([CH3:21])[CH3:22])=[O:17])=[N:6][CH:7]=[C:2]([C:48]2[CH:53]=[CH:52][CH:51]=[C:50]([CH2:54][CH2:55][OH:56])[CH:49]=2)[N:3]=1)=[O:34])([CH3:37])([CH3:38])[CH3:39], predict the reactants needed to synthesize it. The reactants are: Br[C:2]1[N:3]=[C:4]([N:23]([C:33]([O:35][C:36]([CH3:39])([CH3:38])[CH3:37])=[O:34])[CH2:24][C:25]2[C:30]([Cl:31])=[CH:29][CH:28]=[CH:27][C:26]=2[Cl:32])[C:5]([N:8]([C:16]([O:18][C:19]([CH3:22])([CH3:21])[CH3:20])=[O:17])[C:9]([O:11][C:12]([CH3:15])([CH3:14])[CH3:13])=[O:10])=[N:6][CH:7]=1.CC1(C)C(C)(C)OB([C:48]2[CH:49]=[C:50]([CH2:54][CH2:55][OH:56])[CH:51]=[CH:52][CH:53]=2)O1.C([O-])([O-])=O.[Na+].[Na+]. (7) The reactants are: [N+:1]([O-:4])(O)=[O:2].S(=O)(=O)(O)O.[CH2:10]([O:12][P:13]([C:18]1[C:19](=[O:29])[NH:20][C:21]2[C:26]([CH:27]=1)=[CH:25][CH:24]=[C:23]([Cl:28])[CH:22]=2)(=[O:17])[O:14][CH2:15][CH3:16])[CH3:11]. Given the product [CH2:10]([O:12][P:13]([C:18]1[C:19](=[O:29])[NH:20][C:21]2[C:26]([CH:27]=1)=[CH:25][C:24]([N+:1]([O-:4])=[O:2])=[C:23]([Cl:28])[CH:22]=2)(=[O:17])[O:14][CH2:15][CH3:16])[CH3:11], predict the reactants needed to synthesize it. (8) Given the product [C:44]([O:57][CH2:3][CH:2]([CH2:1][OH:20])[OH:36])(=[O:56])[CH2:45][CH2:46][CH2:47][CH2:48][CH2:49][CH2:50][CH2:51][CH2:52][C:53]([O:55][CH2:27][CH:26]([CH2:25][OH:24])[OH:29])=[O:54].[CH2:34]([C:35]([OH:37])=[O:36])/[C:33](/[C:38]([OH:40])=[O:39])=[CH:32]\[C:41]([OH:43])=[O:42].[C:1]([O-:20])(=[O:19])[CH2:2][CH2:3][CH2:4][CH2:5][CH2:6][CH2:7][CH2:8][CH2:9][CH2:10][CH2:11][CH2:12][CH2:13][CH2:14][CH2:15][CH:16]([CH3:17])[CH3:18], predict the reactants needed to synthesize it. The reactants are: [C:1]([OH:20])(=[O:19])[CH2:2][CH2:3][CH2:4][CH2:5][CH2:6][CH2:7][CH2:8][CH2:9][CH2:10][CH2:11][CH2:12][CH2:13][CH2:14][CH2:15][CH:16]([CH3:18])[CH3:17].[CH2:25]([OH:24])[CH:26]([OH:29])[CH2:27][O:24][CH2:25][CH:26]([OH:29])[CH2:27]O.[CH2:32]([C:41]([OH:43])=[O:42])/[C:33](/[C:38]([OH:40])=[O:39])=[CH:34]\[C:35]([OH:37])=[O:36].[C:44]([OH:57])(=[O:56])[CH2:45][CH2:46][CH2:47][CH2:48][CH2:49][CH2:50][CH2:51][CH2:52][C:53]([OH:55])=[O:54]. (9) Given the product [NH2:6][CH2:5][C:15]1([OH:19])[C:16]2[C:11](=[CH:10][C:9]([O:8][CH3:7])=[CH:18][CH:17]=2)[CH2:12][CH2:13][CH2:14]1, predict the reactants needed to synthesize it. The reactants are: [Si]([C:5]#[N:6])(C)(C)C.[CH3:7][O:8][C:9]1[CH:10]=[C:11]2[C:16](=[CH:17][CH:18]=1)[C:15](=[O:19])[CH2:14][CH2:13][CH2:12]2.[H-].[Al+3].[Li+].[H-].[H-].[H-].[OH-].[Na+]. (10) Given the product [CH3:31][O:30][C:24]1[CH:23]=[C:22]2[C:27]([CH2:28][CH2:29][CH:20]([N:16]([CH2:17][CH2:18][CH3:19])[C:15](=[O:32])[CH2:14][N:11]3[CH2:10][CH2:9][NH:8][CH2:13][CH2:12]3)[CH2:21]2)=[CH:26][CH:25]=1, predict the reactants needed to synthesize it. The reactants are: C(OC([N:8]1[CH2:13][CH2:12][N:11]([CH2:14][C:15](=[O:32])[N:16]([CH:20]2[CH2:29][CH2:28][C:27]3[C:22](=[CH:23][C:24]([O:30][CH3:31])=[CH:25][CH:26]=3)[CH2:21]2)[CH2:17][CH2:18][CH3:19])[CH2:10][CH2:9]1)=O)(C)(C)C.FC(F)(F)C(O)=O.